Dataset: Forward reaction prediction with 1.9M reactions from USPTO patents (1976-2016). Task: Predict the product of the given reaction. Given the reactants [NH2:1][C:2]1[N:6]([CH3:7])[C:5](=[O:8])[C:4]([C:22]2[CH:26]=[C:25]([C:27]3([CH2:32][CH3:33])OCC[O:28]3)[S:24][CH:23]=2)([C:9]2[CH:14]=[CH:13][CH:12]=[C:11]([C:15]3[C:16]([F:21])=[N:17][CH:18]=[CH:19][CH:20]=3)[CH:10]=2)[N:3]=1.[OH-].[Na+], predict the reaction product. The product is: [NH2:1][C:2]1[N:6]([CH3:7])[C:5](=[O:8])[C:4]([C:9]2[CH:14]=[CH:13][CH:12]=[C:11]([C:15]3[C:16]([F:21])=[N:17][CH:18]=[CH:19][CH:20]=3)[CH:10]=2)([C:22]2[CH:26]=[C:25]([C:27](=[O:28])[CH2:32][CH3:33])[S:24][CH:23]=2)[N:3]=1.